This data is from Full USPTO retrosynthesis dataset with 1.9M reactions from patents (1976-2016). The task is: Predict the reactants needed to synthesize the given product. (1) The reactants are: Cl[C:2]1[C:11]2[C:6](=[CH:7][CH:8]=[C:9]([Cl:12])[N:10]=2)[N:5]=[CH:4][C:3]=1[C:13](=[O:15])[CH3:14].[CH3:16][N:17]1[CH2:22][CH2:21][CH:20]([NH2:23])[CH2:19][CH2:18]1. Given the product [Cl:12][C:9]1[N:10]=[C:11]2[C:6](=[CH:7][CH:8]=1)[N:5]=[CH:4][C:3]([C:13](=[O:15])[CH3:14])=[C:2]2[NH:23][CH:20]1[CH2:21][CH2:22][N:17]([CH3:16])[CH2:18][CH2:19]1, predict the reactants needed to synthesize it. (2) Given the product [CH3:11][C:12]([CH3:42])([CH3:41])[C:13]([O:15][CH2:16][C@H:17]([C@H:28]1[CH2:32][O:31][S:30](=[O:1])(=[O:33])[N:29]1[C:34]([O:36][C:37]([CH3:40])([CH3:39])[CH3:38])=[O:35])[C:18]1[CH:19]=[CH:20][C:21]([C:24]([F:25])([F:26])[F:27])=[CH:22][CH:23]=1)=[O:14], predict the reactants needed to synthesize it. The reactants are: [O:1]1CCN(C([O-])=O)S1(=O)=O.[CH3:11][C:12]([CH3:42])([CH3:41])[C:13]([O:15][CH2:16][C@H:17]([C@H:28]1[CH2:32][O:31][S:30](=[O:33])[N:29]1[C:34]([O:36][C:37]([CH3:40])([CH3:39])[CH3:38])=[O:35])[C:18]1[CH:23]=[CH:22][C:21]([C:24]([F:27])([F:26])[F:25])=[CH:20][CH:19]=1)=[O:14].I([O-])(=O)(=O)=O.[Na+]. (3) Given the product [CH2:13]([C:23]1([CH2:16][C:17]2[CH:18]=[CH:19][CH:20]=[CH:21][CH:22]=2)[S:27][C:26]2[C@@H:28]([OH:36])[C@H:29]([OH:34])[CH2:30][C@:31]([OH:35])([C:32]([OH:33])=[O:38])[C:25]=2[CH2:24]1)[C:2]1[CH:10]=[CH:6][CH:5]=[CH:4][CH:3]=1, predict the reactants needed to synthesize it. The reactants are: O[C@@:2]1([C:13](O)=O)[C:10]2C=CS[C:6]=2[C@@H:5](O)[C@H:4](O)[CH2:3]1.[CH2:16]([C:23]1[S:27][C:26]2[C@@H:28]([OH:36])[C@@H:29]3[O:34][C:32](=[O:33])[C@:31]([OH:35])([C:25]=2[CH:24]=1)[CH2:30]3)[C:17]1[CH:22]=[CH:21][CH:20]=[CH:19][CH:18]=1.[Li+].[OH-:38]. (4) Given the product [O:1]1[CH:5]=[CH:4][CH:3]=[C:2]1/[C:6](=[N:28]/[NH:27][C:21]1[CH:26]=[CH:25][CH:24]=[CH:23][CH:22]=1)/[CH:8]=[N:28][NH:27][C:21]1[CH:26]=[CH:25][CH:24]=[CH:23][CH:22]=1, predict the reactants needed to synthesize it. The reactants are: [O:1]1[CH:5]=[CH:4][CH:3]=[C:2]1[C:6]([CH:8]1OC2C(Cl)=C(Cl)C(Cl)=C(Cl)C=2O1)=O.[C:21]1([NH:27][NH2:28])[CH:26]=[CH:25][CH:24]=[CH:23][CH:22]=1. (5) Given the product [Br:1][C:2]1[CH:6]=[C:5]2[N:7]=[C:8]([CH3:9])[C:11]([CH2:16][C:17]([O:19][CH3:20])=[O:18])=[C:12]([OH:13])[N:4]2[N:3]=1, predict the reactants needed to synthesize it. The reactants are: [Br:1][C:2]1[CH:6]=[C:5]([NH2:7])[NH:4][N:3]=1.[C:8]([CH:11]([CH2:16][C:17]([O:19][CH3:20])=[O:18])[C:12](OC)=[O:13])(=O)[CH3:9]. (6) The reactants are: [CH:1]1([C:4]2[N:5]=[C:6]3[CH:11]=[CH:10][C:9]([N:12]4[CH:17]=[CH:16][C:15]([OH:18])=[CH:14][C:13]4=[O:19])=[CH:8][N:7]3[C:20]=2[CH3:21])[CH2:3][CH2:2]1.[Cl:22][C:23]1[S:27][C:26]([CH2:28]O)=[CH:25][CH:24]=1.C(P(CCCC)CCCC)CCC.N(C(N1CCCCC1)=O)=NC(N1CCCCC1)=O. Given the product [Cl:22][C:23]1[S:27][C:26]([CH2:28][O:18][C:15]2[CH:16]=[CH:17][N:12]([C:9]3[CH:10]=[CH:11][C:6]4[N:7]([C:20]([CH3:21])=[C:4]([CH:1]5[CH2:3][CH2:2]5)[N:5]=4)[CH:8]=3)[C:13](=[O:19])[CH:14]=2)=[CH:25][CH:24]=1, predict the reactants needed to synthesize it.